This data is from Full USPTO retrosynthesis dataset with 1.9M reactions from patents (1976-2016). The task is: Predict the reactants needed to synthesize the given product. (1) Given the product [CH2:1]([O:8][C:9]([NH:11][C:12]1([C:19]([O:21][CH2:22][CH3:23])=[O:20])[CH2:13][C:14](=[O:15])[NH:18][C:17]1=[O:26])=[O:10])[C:2]1[CH:7]=[CH:6][CH:5]=[CH:4][CH:3]=1, predict the reactants needed to synthesize it. The reactants are: [CH2:1]([O:8][C:9]([NH:11][C:12]([C:19]([O:21][CH2:22][CH3:23])=[O:20])([C:17]#[N:18])[CH2:13][C:14]([O-])=[O:15])=[O:10])[C:2]1[CH:7]=[CH:6][CH:5]=[CH:4][CH:3]=1.C(N)(=[O:26])C. (2) Given the product [CH2:1]([N:8]1[C:9](=[O:10])[C@@H:11]2[C@:21]([CH3:22])([CH2:23][CH2:12][C:13]3[C:18]([Cl:19])=[CH:17][CH:16]=[CH:15][C:14]=32)[CH2:20]1)[C:2]1[CH:3]=[CH:4][CH:5]=[CH:6][CH:7]=1, predict the reactants needed to synthesize it. The reactants are: [CH2:1]([N:8]([CH2:20][C:21]([CH3:23])=[CH2:22])[C:9]([CH:11]1[C:14]2[CH:15]=[CH:16][CH:17]=[C:18]([Cl:19])[C:13]=2[CH2:12]1)=[O:10])[C:2]1[CH:7]=[CH:6][CH:5]=[CH:4][CH:3]=1. (3) Given the product [CH:21]([C:2]1[CH:3]=[CH:4][N:5]=[C:6]2[C:11]=1[N:10]([CH3:12])[C:9](=[O:13])[CH:8]=[CH:7]2)=[CH2:22], predict the reactants needed to synthesize it. The reactants are: Br[C:2]1[CH:3]=[CH:4][N:5]=[C:6]2[C:11]=1[N:10]([CH3:12])[C:9](=[O:13])[CH:8]=[CH:7]2.C(=O)([O-])[O-].[K+].[K+].O.[CH2:21](OCC)[CH3:22].